From a dataset of hERG potassium channel inhibition data for cardiac toxicity prediction from Karim et al.. Regression/Classification. Given a drug SMILES string, predict its toxicity properties. Task type varies by dataset: regression for continuous values (e.g., LD50, hERG inhibition percentage) or binary classification for toxic/non-toxic outcomes (e.g., AMES mutagenicity, cardiotoxicity, hepatotoxicity). Dataset: herg_karim. The molecule is Cc1ncc(N2CCC(CN3CCC(Oc4ccc(CO)c(Cl)c4)CC3)CC2)cc1C(=O)O. The result is 0 (non-blocker).